Dataset: Reaction yield outcomes from USPTO patents with 853,638 reactions. Task: Predict the reaction yield, written as a fraction of the theoretical maximum amount of product (1.0 means a 100% yield; for example, 0.34 means a 34% yield). (1) The reactants are C([O:3][C:4](=[O:36])[CH:5]([C:29]1[CH:30]=[C:31]([CH3:35])[CH:32]=[CH:33][CH:34]=1)[CH2:6][C:7]1[CH:11]=[C:10]([C:12]2[CH:17]=[CH:16][C:15]([NH:18][CH2:19][CH:20]=[CH2:21])=[CH:14][CH:13]=2)[N:9]([C:22]2[CH:27]=[CH:26][C:25]([CH3:28])=[CH:24][CH:23]=2)[N:8]=1)C.CS(O)(=O)=O. The catalyst is C(O)C.[Pd]. The product is [N:18]1[C:15]2[C:16](=[CH:17][C:12]([C:10]3[N:9]([C:22]4[CH:27]=[CH:26][C:25]([CH3:28])=[CH:24][CH:23]=4)[N:8]=[C:7]([CH2:6][CH:5]([C:29]4[CH:30]=[C:31]([CH3:35])[CH:32]=[CH:33][CH:34]=4)[C:4]([OH:3])=[O:36])[CH:11]=3)=[CH:13][CH:14]=2)[CH:21]=[CH:20][CH:19]=1.[NH2:18][C:15]1[CH:16]=[CH:17][C:12]([C:10]2[N:9]([C:22]3[CH:23]=[CH:24][C:25]([CH3:28])=[CH:26][CH:27]=3)[N:8]=[C:7]([CH2:6][CH:5]([C:29]3[CH:30]=[C:31]([CH3:35])[CH:32]=[CH:33][CH:34]=3)[C:4]([OH:36])=[O:3])[CH:11]=2)=[CH:13][CH:14]=1. The yield is 0.350. (2) The catalyst is CN(C)C=O. The reactants are [F:1][C:2]([F:17])([F:16])[O:3][C:4]1[CH:15]=[CH:14][C:7]([CH2:8][CH:9]([C:12]#[N:13])[C:10]#[N:11])=[CH:6][CH:5]=1.[H-].[Na+].[Br:20][C:21]([Br:25])=[CH:22][CH2:23]Br. The product is [Br:20][C:21]([Br:25])=[CH:22][CH2:23][C:9]([CH2:8][C:7]1[CH:6]=[CH:5][C:4]([O:3][C:2]([F:16])([F:17])[F:1])=[CH:15][CH:14]=1)([C:12]#[N:13])[C:10]#[N:11]. The yield is 0.440. (3) The reactants are [N+:1]([C:4]1[CH:5]=[C:6]([CH:9]=[CH:10][CH:11]=1)[CH2:7]Br)([O-:3])=[O:2].[NH3:12]. The catalyst is C(O)C. The product is [N+:1]([C:4]1[CH:5]=[C:6]([CH:9]=[CH:10][CH:11]=1)[CH2:7][NH2:12])([O-:3])=[O:2]. The yield is 0.650. (4) The reactants are [C:1]([N:5]=[C:6]=[S:7])([CH3:4])([CH3:3])[CH3:2].[CH:8]([NH2:11])([CH3:10])[CH3:9]. The catalyst is C(Cl)Cl.CCOC(C)=O.C(N(C(C)C)CC)(C)C. The product is [C:1]([NH:5][C:6]([NH:11][CH:8]([CH3:10])[CH3:9])=[S:7])([CH3:4])([CH3:3])[CH3:2]. The yield is 0.520.